This data is from Peptide-MHC class I binding affinity with 185,985 pairs from IEDB/IMGT. The task is: Regression. Given a peptide amino acid sequence and an MHC pseudo amino acid sequence, predict their binding affinity value. This is MHC class I binding data. (1) The peptide sequence is SSFSFGGFTF. The MHC is HLA-A24:02 with pseudo-sequence HLA-A24:02. The binding affinity (normalized) is 0.700. (2) The peptide sequence is RRDNRRGLRMA. The MHC is HLA-B27:05 with pseudo-sequence HLA-B27:05. The binding affinity (normalized) is 0.197. (3) The peptide sequence is ISTNIRQA. The MHC is HLA-A02:06 with pseudo-sequence HLA-A02:06. The binding affinity (normalized) is 0. (4) The peptide sequence is TALLLACAVI. The MHC is H-2-Db with pseudo-sequence H-2-Db. The binding affinity (normalized) is 0.356. (5) The peptide sequence is VTDTNKFAHY. The MHC is HLA-A23:01 with pseudo-sequence HLA-A23:01. The binding affinity (normalized) is 0. (6) The peptide sequence is QQVVDADSK. The MHC is HLA-A03:01 with pseudo-sequence HLA-A03:01. The binding affinity (normalized) is 0.0537. (7) The peptide sequence is LYYPSARIVY. The MHC is HLA-A26:01 with pseudo-sequence HLA-A26:01. The binding affinity (normalized) is 0.177.